This data is from Full USPTO retrosynthesis dataset with 1.9M reactions from patents (1976-2016). The task is: Predict the reactants needed to synthesize the given product. (1) Given the product [F:27][C:28]([F:39])([F:38])[C:29]1[CH:34]=[CH:33][C:32]([C:7]2[C:8]3[C:18]4[C:12](=[CH:13][C:14]([C:32]5[CH:33]=[CH:34][C:29]([C:28]([F:39])([F:38])[F:27])=[CH:30][CH:31]=5)=[C:15]5[C:17]=4[C:5]([CH:6]=2)=[N:4][CH:3]=[N:16]5)[N:11]=[CH:10][N:9]=3)=[CH:31][CH:30]=1, predict the reactants needed to synthesize it. The reactants are: FC(F)(F)[C:3]1[N:16]=[C:15]2[C:17]3=[C:18]4[C:8]([N:9]=[C:10](C(F)(F)F)[N:11]=[C:12]4[CH:13]=[C:14]2Br)=[C:7](Br)[CH:6]=[C:5]3[N:4]=1.[F:27][C:28]([F:39])([F:38])[C:29]1[CH:34]=[CH:33][C:32](B(O)O)=[CH:31][CH:30]=1.C(=O)([O-])[O-].[Cs+].[Cs+]. (2) Given the product [Cl:1][C:2]1[CH:7]=[CH:6][CH:5]=[CH:4][C:3]=1[C:8]([N:10]1[CH2:15][CH2:14][N:13]2[C:35]([C:32]3[CH:33]=[CH:34][N:29]=[CH:30][N:31]=3)=[N:37][N:38]=[C:12]2[CH2:11]1)=[O:9], predict the reactants needed to synthesize it. The reactants are: [Cl:1][C:2]1[CH:7]=[CH:6][CH:5]=[CH:4][C:3]=1[C:8]([N:10]1[CH2:15][CH2:14][NH:13][C:12](=O)[CH2:11]1)=[O:9].F[B-](F)(F)F.C([O+](CC)CC)C.[N:29]1[CH:34]=[CH:33][C:32]([C:35]([NH:37][NH2:38])=O)=[N:31][CH:30]=1. (3) Given the product [NH2:8][C:9]1[C:14]([C:15]([C:17]2[CH:22]=[C:21]([F:23])[CH:20]=[CH:19][C:18]=2[O:24][CH3:25])=[O:16])=[CH:13][CH:2]=[C:11]([NH:26][CH:27]2[CH2:32][CH2:31][N:30]([S:36]([CH:33]([CH3:35])[CH3:34])(=[O:38])=[O:37])[CH2:29][CH2:28]2)[N:10]=1, predict the reactants needed to synthesize it. The reactants are: F[C:2](F)(F)C(O)=O.[NH2:8][C:9]1[C:14]([C:15]([C:17]2[CH:22]=[C:21]([F:23])[CH:20]=[CH:19][C:18]=2[O:24][CH3:25])=[O:16])=[CH:13]N=[C:11]([NH:26][CH:27]2[CH2:32][CH2:31][NH:30][CH2:29][CH2:28]2)[N:10]=1.[CH:33]([S:36](Cl)(=[O:38])=[O:37])([CH3:35])[CH3:34]. (4) The reactants are: [F:1][C:2]1[C:11]2[CH2:10][N:9]([C@H:12]([CH:20]([CH3:22])[CH3:21])[C:13]([O:15]C(C)(C)C)=[O:14])[C:8](=[O:23])[C:7]3=[CH:24][NH:25][C:5]([C:6]=23)=[N:4][CH:3]=1. Given the product [F:1][C:2]1[C:11]2[CH2:10][N:9]([C@H:12]([CH:20]([CH3:21])[CH3:22])[C:13]([OH:15])=[O:14])[C:8](=[O:23])[C:7]3=[CH:24][NH:25][C:5]([C:6]=23)=[N:4][CH:3]=1, predict the reactants needed to synthesize it. (5) Given the product [CH3:16][N:10]1[CH2:15][CH2:14][N:13]([C:7](=[O:9])[CH2:8][CH2:2][CH2:3][C:4]([OH:6])=[O:5])[CH2:12][CH2:11]1, predict the reactants needed to synthesize it. The reactants are: C[CH:2]1[CH2:8][C:7](=[O:9])[O:6][C:4](=[O:5])[CH2:3]1.[N:10]1([CH:16]2CCCN2CC(O)=O)[CH2:15][CH2:14][NH:13][CH2:12][CH2:11]1. (6) Given the product [CH2:1]([O:4][CH2:5][CH2:6][O:7][C:8]1[CH:9]=[CH:10][C:11]([O:14][CH2:17][CH:19]2[CH2:20][O:21]2)=[CH:12][CH:13]=1)[CH2:2][CH3:3], predict the reactants needed to synthesize it. The reactants are: [CH2:1]([O:4][CH2:5][CH2:6][O:7][C:8]1[CH:13]=[CH:12][C:11]([OH:14])=[CH:10][CH:9]=1)[CH2:2][CH3:3].[OH-].[Na+].[CH2:17]([CH:19]1[O:21][CH2:20]1)Cl. (7) Given the product [CH3:1][O:2][C:3](=[O:17])[C:4]1[CH:9]=[C:8]([CH:10]2[O:15][CH2:14][CH2:13][CH2:12][O:11]2)[N:7]=[C:6]([NH:74][C@H:70]([CH2:72][CH3:73])[CH3:71])[CH:5]=1, predict the reactants needed to synthesize it. The reactants are: [CH3:1][O:2][C:3](=[O:17])[C:4]1[CH:9]=[C:8]([CH:10]2[O:15][CH2:14][CH2:13][CH2:12][O:11]2)[N:7]=[C:6](Cl)[CH:5]=1.C1(P(C2C=CC=CC=2)C2C=CC3C(=CC=CC=3)C=2C2C3C(=CC=CC=3)C=CC=2P(C2C=CC=CC=2)C2C=CC=CC=2)C=CC=CC=1.C(=O)([O-])[O-].[Cs+].[Cs+].[C@@H:70]([NH2:74])([CH2:72][CH3:73])[CH3:71].